This data is from Reaction yield outcomes from USPTO patents with 853,638 reactions. The task is: Predict the reaction yield, written as a fraction of the theoretical maximum amount of product (1.0 means a 100% yield; for example, 0.34 means a 34% yield). (1) The reactants are [O:1]1[C:5]2([CH2:10][CH2:9][CH:8]([NH:11][C:12]3[NH:16][N:15]=[CH:14][CH:13]=3)[CH2:7][CH2:6]2)[O:4][CH2:3][CH2:2]1.N12CCCN=C1CCCCC2.[C:28]([C:30]1[CH:35]=[CH:34][CH:33]=[CH:32][C:31]=1[C:36]1[CH:41]=[CH:40][C:39]([CH2:42][CH:43]([C:48](=O)[CH2:49][CH2:50][CH2:51][CH3:52])[C:44](OC)=[O:45])=[CH:38][C:37]=1[F:54])#[N:29].C(OCC)(=O)C. The catalyst is CCN(C1C=CC=CC=1)CC.O. The product is [CH2:49]([C:48]1[N:16]2[N:15]=[CH:14][CH:13]=[C:12]2[N:11]([CH:8]2[CH2:7][CH2:6][C:5]3([O:4][CH2:3][CH2:2][O:1]3)[CH2:10][CH2:9]2)[C:44](=[O:45])[C:43]=1[CH2:42][C:39]1[CH:40]=[CH:41][C:36]([C:31]2[C:30]([C:28]#[N:29])=[CH:35][CH:34]=[CH:33][CH:32]=2)=[C:37]([F:54])[CH:38]=1)[CH2:50][CH2:51][CH3:52]. The yield is 0.870. (2) The reactants are [F:1][C:2]1[CH:10]=[CH:9][CH:8]=[C:7]([F:11])[C:3]=1[C:4](Cl)=[O:5].[F:12][C:13]([F:31])([F:30])[C:14]1[C:15]([C:23]2[CH:24]=[CH:25][C:26]([NH2:29])=[N:27][CH:28]=2)=[CH:16][C:17]2[C:18]([CH:22]=1)=[N:19][S:20][N:21]=2.CCN(C(C)C)C(C)C. The catalyst is CN(C1C=CN=CC=1)C.ClCCl.O1CCCC1.CO.[OH-].[Li+]. The product is [F:1][C:2]1[CH:10]=[CH:9][CH:8]=[C:7]([F:11])[C:3]=1[C:4]([NH:29][C:26]1[CH:25]=[CH:24][C:23]([C:15]2[C:14]([C:13]([F:31])([F:30])[F:12])=[CH:22][C:18]3=[N:19][S:20][N:21]=[C:17]3[CH:16]=2)=[CH:28][N:27]=1)=[O:5]. The yield is 0.760. (3) The reactants are [NH2:1][C:2]1[CH:7]=[CH:6][C:5]([CH2:8][C:9]([O:11][C:12]([CH3:15])([CH3:14])[CH3:13])=[O:10])=[CH:4][C:3]=1[CH3:16].CCN(CC)CC.[C:24]1([N:30]=[C:31]=[O:32])[CH:29]=[CH:28][CH:27]=[CH:26][CH:25]=1. The yield is 0.610. The catalyst is C1COCC1. The product is [CH3:16][C:3]1[CH:4]=[C:5]([CH2:8][C:9]([O:11][C:12]([CH3:13])([CH3:15])[CH3:14])=[O:10])[CH:6]=[CH:7][C:2]=1[NH:1][C:31]([NH:30][C:24]1[CH:29]=[CH:28][CH:27]=[CH:26][CH:25]=1)=[O:32]. (4) The reactants are C([O:8][C:9]([C:12]1[CH:13]=[C:14]([N:22]2[C:26]([CH2:27][CH:28]3[CH2:33][CH2:32][CH2:31][CH2:30][CH2:29]3)=[C:25]([CH3:34])[C:24]([C:35]([O:37][CH2:38][CH3:39])=[O:36])=[C:23]2[CH3:40])[CH:15]=[C:16]([C:18]2([CH3:21])[CH2:20][CH2:19]2)[CH:17]=1)([CH3:11])[CH3:10])C1C=CC=CC=1. The catalyst is CO.[Pd]. The product is [CH:28]1([CH2:27][C:26]2[N:22]([C:14]3[CH:15]=[C:16]([C:18]4([CH3:21])[CH2:19][CH2:20]4)[CH:17]=[C:12]([C:9]([OH:8])([CH3:11])[CH3:10])[CH:13]=3)[C:23]([CH3:40])=[C:24]([C:35]([O:37][CH2:38][CH3:39])=[O:36])[C:25]=2[CH3:34])[CH2:29][CH2:30][CH2:31][CH2:32][CH2:33]1. The yield is 0.990. (5) The yield is 0.950. The product is [F:22][C:23]1[CH:31]=[C:30]2[C:26]([C:27]([C:41]3[CH:42]=[N:43][C:44]([N:47]4[CH2:52][CH2:51][NH:50][CH2:49][CH2:48]4)=[CH:45][CH:46]=3)=[CH:28][NH:29]2)=[CH:25][CH:24]=1. No catalyst specified. The reactants are FC1C=C2C(C(C3C=CC(NCCCN)=NC=3)=CN2)=CC=1.[F:22][C:23]1[CH:31]=[C:30]2[C:26]([C:27]([C:41]3[CH:42]=[N:43][C:44]([N:47]4[CH2:52][CH2:51][NH:50][CH2:49][CH2:48]4)=[CH:45][CH:46]=3)=[CH:28][N:29]2S(C2C=CC=CC=2)(=O)=O)=[CH:25][CH:24]=1. (6) The product is [CH2:1]([C:4]1[CH:5]=[C:6]2[C:10](=[CH:11][CH:12]=1)[NH:9][C:8](=[O:13])[C:7]2=[CH:11][C:10]1[NH:9][CH:8]=[C:7]([CH2:6][CH2:22][C:23]([OH:25])=[O:24])[C:19]=1[CH3:20])[CH3:2]. No catalyst specified. The yield is 0.710. The reactants are [C:1]([C:4]1[CH:5]=[C:6]2[C:10](=[CH:11][CH:12]=1)[NH:9][C:8](=[O:13])[CH2:7]2)(=O)[CH3:2].C([SiH]([CH2:19][CH3:20])CC)C.F[C:22](F)(F)[C:23]([OH:25])=[O:24].